From a dataset of Forward reaction prediction with 1.9M reactions from USPTO patents (1976-2016). Predict the product of the given reaction. (1) Given the reactants C[O:2][C:3]1[CH:8]=[CH:7][C:6]([C:9]2[N:13]=[C:12]([C:14]3[CH:19]=[CH:18][C:17]([O:20]C)=[CH:16][CH:15]=3)[S:11][N:10]=2)=[CH:5][CH:4]=1, predict the reaction product. The product is: [S:11]1[C:12]([C:14]2[CH:15]=[CH:16][C:17]([OH:20])=[CH:18][CH:19]=2)=[N:13][C:9]([C:6]2[CH:7]=[CH:8][C:3]([OH:2])=[CH:4][CH:5]=2)=[N:10]1. (2) Given the reactants CCN=C=NCCCN(C)C.C1C=CC2N(O)N=NC=2C=1.[C:22]([CH2:29][CH2:30][CH2:31][C:32]([NH2:44])([CH2:36][C:37]1[CH:42]=[CH:41][C:40]([Cl:43])=[CH:39][CH:38]=1)[C:33]([OH:35])=O)([O:24][C:25]([CH3:28])([CH3:27])[CH3:26])=[O:23].Cl.Cl.[N:47]1([C:53]2[C:62]3[C:57](=[CH:58][CH:59]=[CH:60][CH:61]=3)[N:56]=[CH:55][N:54]=2)[CH2:52][CH2:51][NH:50][CH2:49][CH2:48]1, predict the reaction product. The product is: [C:22]([CH2:29][CH2:30][CH2:31][C:32]([NH2:44])([CH2:36][C:37]1[CH:42]=[CH:41][C:40]([Cl:43])=[CH:39][CH:38]=1)[C:33]([N:50]1[CH2:51][CH2:52][N:47]([C:53]2[C:62]3[C:57](=[CH:58][CH:59]=[CH:60][CH:61]=3)[N:56]=[CH:55][N:54]=2)[CH2:48][CH2:49]1)=[O:35])([O:24][C:25]([CH3:26])([CH3:27])[CH3:28])=[O:23]. (3) Given the reactants Cl[CH2:2][C:3]1[N:12]([CH2:13]C)[C:11](=[O:15])[C:10]2[C:5](=[CH:6][CH:7]=[CH:8][CH:9]=2)[N:4]=1.[OH:16][C:17]1[CH:24]=[CH:23][C:20]([CH:21]=[O:22])=[CH:19][CH:18]=1.C([O-])([O-])=O.[K+].[K+], predict the reaction product. The product is: [CH3:13][N:12]1[C:11](=[O:15])[C:10]2[C:5](=[CH:6][CH:7]=[CH:8][CH:9]=2)[N:4]=[C:3]1[CH2:2][O:16][C:17]1[CH:24]=[CH:23][C:20]([CH:21]=[O:22])=[CH:19][CH:18]=1.